Regression. Given a peptide amino acid sequence and an MHC pseudo amino acid sequence, predict their binding affinity value. This is MHC class I binding data. From a dataset of Peptide-MHC class I binding affinity with 185,985 pairs from IEDB/IMGT. The peptide sequence is ALKAYFTAK. The MHC is HLA-A11:01 with pseudo-sequence HLA-A11:01. The binding affinity (normalized) is 0.517.